Dataset: Full USPTO retrosynthesis dataset with 1.9M reactions from patents (1976-2016). Task: Predict the reactants needed to synthesize the given product. (1) Given the product [F:1][C:2]1([F:9])[CH2:7][CH2:6][C:5](=[O:8])[C:4]([I:21])=[CH:3]1, predict the reactants needed to synthesize it. The reactants are: [F:1][C:2]1([F:9])[CH2:7][CH2:6][C:5](=[O:8])[CH:4]=[CH:3]1.C1COCC1.C(=O)([O-])[O-].[K+].[K+].[I:21]I. (2) Given the product [CH3:1][C:2]1[CH:10]=[C:6]([C:7]([NH:64][C@@H:61]2[CH2:62][CH2:63][C@H:58]([NH:57][C:56](=[O:65])[O:55][C:51]([CH3:53])([CH3:52])[CH3:54])[CH2:59][CH2:60]2)=[O:9])[C:5]([NH:11][CH:12]2[CH2:17][CH2:16][S:15][CH2:14][CH2:13]2)=[N:4][CH:3]=1, predict the reactants needed to synthesize it. The reactants are: [CH3:1][C:2]1[CH:3]=[N:4][C:5]([NH:11][CH:12]2[CH2:17][CH2:16][S:15][CH2:14][CH2:13]2)=[C:6]([CH:10]=1)[C:7]([OH:9])=O.CN(C(ON1N=NC2C=CC=NC1=2)=[N+](C)C)C.F[P-](F)(F)(F)(F)F.CCN(C(C)C)C(C)C.[C:51]([O:55][C:56](=[O:65])[NH:57][CH:58]1[CH2:63][CH2:62][CH:61]([NH2:64])[CH2:60][CH2:59]1)([CH3:54])([CH3:53])[CH3:52]. (3) Given the product [CH:1]1([C:4]2[N:8]=[C:7]([C:9]3[C:10]4[CH2:28][CH2:27][C:26]([F:29])([F:30])[CH2:25][C:11]=4[S:12][C:13]=3[NH:14][C:15]([CH:17]3[CH2:21][CH2:20][CH2:31][CH2:19][CH:18]3[C:22]([OH:24])=[O:23])=[O:16])[O:6][N:5]=2)[CH2:3][CH2:2]1, predict the reactants needed to synthesize it. The reactants are: [CH:1]1([C:4]2[N:8]=[C:7]([C:9]3[C:10]4[CH2:28][CH2:27][C:26]([F:30])([F:29])[CH2:25][C:11]=4[S:12][C:13]=3[NH:14][C:15]([C:17]3[CH2:21][CH2:20][CH2:19][C:18]=3[C:22]([OH:24])=[O:23])=[O:16])[O:6][N:5]=2)[CH2:3][CH2:2]1.[C@@H:31]12C(=O)OC(=O)[C@@H]1CCCC2. (4) Given the product [N:18]1[CH:19]=[CH:20][CH:21]=[CH:22][C:17]=1[C:15]1[S:12][C:5]2[CH:4]=[C:3]([C:2]([F:1])([F:14])[F:13])[CH:11]=[CH:10][C:6]=2[C:7](=[O:9])[N:16]=1, predict the reactants needed to synthesize it. The reactants are: [F:1][C:2]([F:14])([F:13])[C:3]1[CH:4]=[C:5]([SH:12])[C:6](=[CH:10][CH:11]=1)[C:7]([OH:9])=O.[C:15]([C:17]1[CH:22]=[CH:21][CH:20]=[CH:19][N:18]=1)#[N:16].